From a dataset of Catalyst prediction with 721,799 reactions and 888 catalyst types from USPTO. Predict which catalyst facilitates the given reaction. (1) Reactant: Br[C:2]1[CH:3]=[C:4]([NH:22][CH2:23][C:24]2[CH:25]=[N:26][CH:27]=[CH:28][CH:29]=2)[CH:5]=[C:6]2[C:11]=1[N:10]=[CH:9][C:8]([C:12]#[N:13])=[C:7]2[NH:14][C:15]1[CH:20]=[CH:19][CH:18]=[C:17]([Cl:21])[CH:16]=1.[C:30]([NH2:38])(=[O:37])[C:31]1[CH:36]=[CH:35][CH:34]=[CH:33][CH:32]=1.[O-]P([O-])([O-])=O.[K+].[K+].[K+]. Product: [Cl:21][C:17]1[CH:16]=[C:15]([NH:14][C:7]2[C:6]3[C:11](=[C:2]([NH:38][C:30](=[O:37])[C:31]4[CH:36]=[CH:35][CH:34]=[CH:33][CH:32]=4)[CH:3]=[C:4]([NH:22][CH2:23][C:24]4[CH:25]=[N:26][CH:27]=[CH:28][CH:29]=4)[CH:5]=3)[N:10]=[CH:9][C:8]=2[C:12]#[N:13])[CH:20]=[CH:19][CH:18]=1. The catalyst class is: 205. (2) Reactant: C[O:2][C:3]([C:5]1[CH:14]=[CH:13][C:12]2[C:7](=[CH:8][CH:9]=[C:10]([Br:15])[CH:11]=2)[CH:6]=1)=[O:4].[OH-].[Li+]. Product: [Br:15][C:10]1[CH:11]=[C:12]2[C:7](=[CH:8][CH:9]=1)[CH:6]=[C:5]([C:3]([OH:4])=[O:2])[CH:14]=[CH:13]2. The catalyst class is: 738. (3) Reactant: C(O[BH-](OC(=O)C)OC(=O)C)(=O)C.[Na+].[CH3:15][O:16][C:17](=[O:41])[C@@H:18]([NH:22][C:23](=[O:40])[C:24]1[CH:29]=[CH:28][C:27]([C:30]#[C:31][C:32]2[CH:37]=[CH:36][C:35]([CH:38]=O)=[CH:34][CH:33]=2)=[CH:26][CH:25]=1)[C@H:19]([OH:21])[CH3:20].[NH:42]1[CH2:47][CH2:46][O:45][CH2:44][CH2:43]1.C(Cl)Cl.CO. Product: [CH3:15][O:16][C:17](=[O:41])[C@@H:18]([NH:22][C:23](=[O:40])[C:24]1[CH:29]=[CH:28][C:27]([C:30]#[C:31][C:32]2[CH:37]=[CH:36][C:35]([CH2:38][N:42]3[CH2:47][CH2:46][O:45][CH2:44][CH2:43]3)=[CH:34][CH:33]=2)=[CH:26][CH:25]=1)[C@H:19]([OH:21])[CH3:20]. The catalyst class is: 1. (4) Reactant: [CH3:1][CH:2]([N:4]1[CH2:9][CH2:8][CH:7]([CH2:10][CH:11]2[CH2:16][CH2:15][NH:14][CH2:13][CH2:12]2)[CH2:6][CH2:5]1)[CH3:3].Br[C:18]1[CH:19]=[CH:20][C:21]([C:24]([O:26][C:27]([CH3:30])([CH3:29])[CH3:28])=[O:25])=[N:22][CH:23]=1.C1C=CC(P(C2C(C3C(P(C4C=CC=CC=4)C4C=CC=CC=4)=CC=C4C=3C=CC=C4)=C3C(C=CC=C3)=CC=2)C2C=CC=CC=2)=CC=1.C([O-])([O-])=O.[Cs+].[Cs+]. Product: [CH3:3][CH:2]([N:4]1[CH2:9][CH2:8][CH:7]([CH2:10][CH:11]2[CH2:12][CH2:13][N:14]([C:18]3[CH:19]=[CH:20][C:21]([C:24]([O:26][C:27]([CH3:30])([CH3:29])[CH3:28])=[O:25])=[N:22][CH:23]=3)[CH2:15][CH2:16]2)[CH2:6][CH2:5]1)[CH3:1]. The catalyst class is: 11. (5) Reactant: [Cl:1][C:2]1[N:9]=[C:8]([Cl:10])[CH:7]=[CH:6][C:3]=1[CH:4]=[O:5].[CH2:11](O)[CH2:12][OH:13].CC1C=CC(S(O)(=O)=O)=CC=1. Product: [Cl:1][C:2]1[C:3]([CH:4]2[O:13][CH2:12][CH2:11][O:5]2)=[CH:6][CH:7]=[C:8]([Cl:10])[N:9]=1. The catalyst class is: 11. (6) Reactant: [F:1][C:2]([F:19])([F:18])[C:3]1[CH:4]=[C:5]([O:9][C:10]2[CH:17]=[CH:16][C:13]([CH:14]=[O:15])=[CH:12][CH:11]=2)[CH:6]=[CH:7][CH:8]=1.[BH4-].[Na+]. Product: [F:1][C:2]([F:18])([F:19])[C:3]1[CH:4]=[C:5]([O:9][C:10]2[CH:17]=[CH:16][C:13]([CH2:14][OH:15])=[CH:12][CH:11]=2)[CH:6]=[CH:7][CH:8]=1. The catalyst class is: 5.